The task is: Predict the product of the given reaction.. This data is from Forward reaction prediction with 1.9M reactions from USPTO patents (1976-2016). The product is: [Cl:22][C:17]1[N:16]=[N:15][C:14]([CH2:12][OH:11])=[C:19]([O:20][CH3:21])[CH:18]=1. Given the reactants CC(C[AlH]CC(C)C)C.C[O:11][C:12]([C:14]1[N:15]=[N:16][C:17]([Cl:22])=[CH:18][C:19]=1[O:20][CH3:21])=O.[O-]S([O-])(=O)=O.[Na+].[Na+], predict the reaction product.